Dataset: Catalyst prediction with 721,799 reactions and 888 catalyst types from USPTO. Task: Predict which catalyst facilitates the given reaction. Reactant: [C:1]([C:3]1[CH:33]=[CH:32][C:6]([C:7]([CH:9]2[CH2:15][CH2:14][CH2:13][C:12]3[CH:16]=[C:17]([N:20]4[CH2:24][C@H:23]([CH2:25][NH:26][C:27](=[O:29])[CH3:28])[O:22][C:21]4=[O:30])[CH:18]=[CH:19][C:11]=3[C:10]2=O)=O)=[CH:5][CH:4]=1)#[N:2].O.[NH2:35][NH2:36]. Product: [O:30]=[C:21]1[N:20]([C:17]2[CH:18]=[CH:19][C:11]3[C:10]4[NH:35][N:36]=[C:7]([C:6]5[CH:32]=[CH:33][C:3]([C:1]#[N:2])=[CH:4][CH:5]=5)[C:9]=4[CH2:15][CH2:14][CH2:13][C:12]=3[CH:16]=2)[CH2:24][C@H:23]([CH2:25][NH:26][C:27](=[O:29])[CH3:28])[O:22]1. The catalyst class is: 8.